This data is from Reaction yield outcomes from USPTO patents with 853,638 reactions. The task is: Predict the reaction yield, written as a fraction of the theoretical maximum amount of product (1.0 means a 100% yield; for example, 0.34 means a 34% yield). (1) The reactants are [F:1][C:2]1[CH:7]=[C:6]([N:8]2[CH2:13][CH2:12][O:11][CH2:10][CH2:9]2)[CH:5]=[CH:4][C:3]=1[CH2:14][N:15]1[CH2:20][CH2:19][N:18](C(OC(C)(C)C)=O)[C@H:17]([CH3:28])[CH2:16]1.FC(F)(F)C(O)=O. The catalyst is ClCCl. The product is [F:1][C:2]1[CH:7]=[C:6]([N:8]2[CH2:13][CH2:12][O:11][CH2:10][CH2:9]2)[CH:5]=[CH:4][C:3]=1[CH2:14][N:15]1[CH2:20][CH2:19][NH:18][C@H:17]([CH3:28])[CH2:16]1. The yield is 0.860. (2) The reactants are [CH2:1]([O:3][C:4]([C:6]1[C:7](=[O:24])[N:8]([CH2:17][C:18]2[CH:23]=[CH:22][CH:21]=[CH:20][CH:19]=2)[C:9]2[C:14]([C:15]=1O)=[CH:13][CH:12]=[CH:11][N:10]=2)=[O:5])[CH3:2].O=P(Cl)(Cl)[Cl:27]. No catalyst specified. The product is [CH2:1]([O:3][C:4]([C:6]1[C:7](=[O:24])[N:8]([CH2:17][C:18]2[CH:23]=[CH:22][CH:21]=[CH:20][CH:19]=2)[C:9]2[C:14]([C:15]=1[Cl:27])=[CH:13][CH:12]=[CH:11][N:10]=2)=[O:5])[CH3:2]. The yield is 0.980. (3) The reactants are [CH2:1]([NH:4][C:5]([C:7]1[S:11][C:10]([Br:12])=[N:9][C:8]=1[Br:13])=O)[CH:2]=[CH2:3].P(Cl)(Cl)(Cl)(Cl)Cl.Cl.O1CCOCC1.CO[CH:29](OC)[CH2:30][NH2:31]. The catalyst is ClCCl.O. The product is [CH2:1]([N:4]1[CH:29]=[CH:30][N:31]=[C:5]1[C:7]1[S:11][C:10]([Br:12])=[N:9][C:8]=1[Br:13])[CH:2]=[CH2:3]. The yield is 0.580.